From a dataset of Peptide-MHC class I binding affinity with 185,985 pairs from IEDB/IMGT. Regression. Given a peptide amino acid sequence and an MHC pseudo amino acid sequence, predict their binding affinity value. This is MHC class I binding data. (1) The peptide sequence is EEFLQCGRL. The MHC is HLA-B27:05 with pseudo-sequence HLA-B27:05. The binding affinity (normalized) is 0.0847. (2) The peptide sequence is ETTHHAVSR. The MHC is HLA-A33:01 with pseudo-sequence HLA-A33:01. The binding affinity (normalized) is 0.858. (3) The peptide sequence is LAKAIITPVV. The MHC is HLA-A02:01 with pseudo-sequence HLA-A02:01. The binding affinity (normalized) is 0.282.